From a dataset of Forward reaction prediction with 1.9M reactions from USPTO patents (1976-2016). Predict the product of the given reaction. (1) Given the reactants [NH:1]1[C:9]2[C:4](=[CH:5][CH:6]=[CH:7][CH:8]=2)[CH2:3][C:2]1=[O:10].[CH:11]([C:13]1[CH:14]=[C:15]2[C:19](=[CH:20][CH:21]=1)[NH:18][N:17]=[C:16]2[NH:22][C:23](=[O:29])[O:24][C:25]([CH3:28])([CH3:27])[CH3:26])=O, predict the reaction product. The product is: [O:10]=[C:2]1[NH:1][C:9]2[C:4](/[C:3]/1=[CH:11]\[C:13]1[CH:14]=[C:15]3[C:19](=[CH:20][CH:21]=1)[NH:18][N:17]=[C:16]3[NH:22][C:23](=[O:29])[O:24][C:25]([CH3:27])([CH3:26])[CH3:28])=[CH:5][CH:6]=[CH:7][CH:8]=2. (2) Given the reactants CCCC[N+](CCCC)(CCCC)CCCC.[F-].[Si]([O:36][C@H:37]1[CH2:42][CH2:41][C@@:40]([C@H:44]2[CH2:52][CH2:51][C@@:50]3([CH3:53])[C@@H:46]([CH2:47][CH2:48][C@:49]3([C:55]3[CH:60]=[CH:59][CH:58]=[CH:57][CH:56]=3)[OH:54])[C@@H:45]2[CH2:61][OH:62])([CH3:43])[C@@H:39]([CH2:63][OH:64])[CH2:38]1)(C(C)(C)C)(C1C=CC=CC=1)C1C=CC=CC=1, predict the reaction product. The product is: [OH:36][C@H:37]1[CH2:42][CH2:41][C@@:40]([C@H:44]2[CH2:52][CH2:51][C@@:50]3([CH3:53])[C@@H:46]([CH2:47][CH2:48][C@:49]3([C:55]3[CH:56]=[CH:57][CH:58]=[CH:59][CH:60]=3)[OH:54])[C@@H:45]2[CH2:61][OH:62])([CH3:43])[C@@H:39]([CH2:63][OH:64])[CH2:38]1. (3) Given the reactants [Cl:1][C:2]1[CH:7]=[CH:6][C:5]([F:8])=[CH:4][C:3]=1[C@H:9]1[CH2:13][CH2:12][CH2:11][N:10]1[C:14]1[CH:19]=[CH:18][N:17]2[N:20]=[CH:21][C:22]([NH2:23])=[C:16]2[N:15]=1.C1N=CN([C:29]([N:31]2[CH:35]=N[CH:33]=[CH:32]2)=[O:30])C=1.N1CC[C@H:38]([OH:41])C1, predict the reaction product. The product is: [Cl:1][C:2]1[CH:7]=[CH:6][C:5]([F:8])=[CH:4][C:3]=1[C@H:9]1[CH2:13][CH2:12][CH2:11][N:10]1[C:14]1[CH:19]=[CH:18][N:17]2[N:20]=[CH:21][C:22]([NH:23][C:29]([N:31]3[CH2:32][CH2:33][C@@H:38]([OH:41])[CH2:35]3)=[O:30])=[C:16]2[N:15]=1. (4) Given the reactants CN(N=[C:5]1[CH:10]=[CH:9][C:8]([N:11]2[C:20]3[C:15](=[CH:16][CH:17]=[CH:18][CH:19]=3)[CH2:14][CH:13]([NH:21][C:22]([NH:24][C:25]3[CH:30]=[CH:29][C:28]([Cl:31])=[CH:27][CH:26]=3)=[O:23])[C:12]2=[O:32])=[CH:7][CH2:6]1)C.[CH3:33][NH:34][CH2:35][CH2:36][NH2:37].[CH3:38]C(O)=O, predict the reaction product. The product is: [CH3:33][N:34]1[CH2:35][CH2:36][N:37]=[C:38]1[C:17]1[CH:18]=[CH:19][C:20]([N:11]2[C:8]3[C:7](=[CH:6][CH:5]=[CH:10][CH:9]=3)[CH2:14][CH:13]([NH:21][C:22]([NH:24][C:25]3[CH:26]=[CH:27][C:28]([Cl:31])=[CH:29][CH:30]=3)=[O:23])[C:12]2=[O:32])=[CH:15][CH:16]=1. (5) Given the reactants [CH2:1]([O:8][C@@H:9]([C@@H:42]([OH:44])[CH3:43])[C@@H:10]([CH2:33][C:34]1[CH:39]=[CH:38][C:37]([F:40])=[CH:36][C:35]=1[F:41])[CH2:11][CH2:12][CH2:13][C@H:14]([NH:25][C:26]([O:28][C:29]([CH3:32])([CH3:31])[CH3:30])=[O:27])[C:15]([O:17]CC1C=CC=CC=1)=[O:16])[C:2]1[CH:7]=[CH:6][CH:5]=[CH:4][CH:3]=1.C1COCC1.O, predict the reaction product. The product is: [CH2:1]([O:8][C@@H:9]([C@@H:42]([OH:44])[CH3:43])[C@@H:10]([CH2:33][C:34]1[CH:39]=[CH:38][C:37]([F:40])=[CH:36][C:35]=1[F:41])[CH2:11][CH2:12][CH2:13][C@H:14]([NH:25][C:26]([O:28][C:29]([CH3:31])([CH3:32])[CH3:30])=[O:27])[C:15]([OH:17])=[O:16])[C:2]1[CH:3]=[CH:4][CH:5]=[CH:6][CH:7]=1. (6) Given the reactants [CH3:1][O:2][C:3]1[CH:8]=[CH:7][C:6]([C:9]2([C:12](Cl)=[O:13])[CH2:11][CH2:10]2)=[CH:5][CH:4]=1.[Cl:15][C:16]1[N:21]=[C:20]([NH2:22])[CH:19]=[CH:18][C:17]=1[CH3:23].CCN(CC)CC, predict the reaction product. The product is: [Cl:15][C:16]1[N:21]=[C:20]([NH:22][C:12]([C:9]2([C:6]3[CH:7]=[CH:8][C:3]([O:2][CH3:1])=[CH:4][CH:5]=3)[CH2:11][CH2:10]2)=[O:13])[CH:19]=[CH:18][C:17]=1[CH3:23]. (7) Given the reactants [CH3:1][N:2]1[C:10]2[C:5](=[CH:6][CH:7]=[CH:8][CH:9]=2)[CH2:4][C:3]1=[O:11].[H-].[Na+].CC1C=CC(S(O[CH2:25][CH2:26][O:27][CH2:28][CH2:29]C2C=C(C)C=CC=2S([O-])(=O)=O)(=O)=O)=CC=1.[Cl-].[NH4+], predict the reaction product. The product is: [CH3:1][N:2]1[C:10]2[C:5](=[CH:6][CH:7]=[CH:8][CH:9]=2)[C:4]2([CH2:29][CH2:28][O:27][CH2:26][CH2:25]2)[C:3]1=[O:11]. (8) Given the reactants [C:1]([O:5][C:6]([NH:8][C@H:9]([CH2:13][C:14]#[CH:15])[C:10]([OH:12])=[O:11])=[O:7])([CH3:4])([CH3:3])[CH3:2].[C:16](=O)([O-])[O-].[Cs+].[Cs+].CI, predict the reaction product. The product is: [CH3:16][O:11][C:10](=[O:12])[C@H:9]([NH:8][C:6]([O:5][C:1]([CH3:4])([CH3:3])[CH3:2])=[O:7])[CH2:13][C:14]#[CH:15]. (9) Given the reactants S([O-])([O-])(=O)=O.[C:6]([OH:32])(=O)[CH2:7][CH2:8][CH2:9][CH2:10][CH2:11][CH2:12][CH2:13][CH2:14][C:15]#[C:16][C:17]#[C:18][CH2:19][CH2:20][CH2:21][CH2:22][CH2:23][CH2:24][CH2:25][CH2:26][CH2:27][CH2:28][CH2:29][CH3:30].[NH2:33][CH2:34][CH2:35][S:36]([OH:39])(=[O:38])=[O:37], predict the reaction product. The product is: [C:6]([NH:33][CH2:34][CH2:35][S:36]([OH:39])(=[O:38])=[O:37])(=[O:32])[CH2:7][CH2:8][CH2:9][CH2:10][CH2:11][CH2:12][CH2:13][CH2:14][C:15]#[C:16][C:17]#[C:18][CH2:19][CH2:20][CH2:21][CH2:22][CH2:23][CH2:24][CH2:25][CH2:26][CH2:27][CH2:28][CH2:29][CH3:30].